This data is from NCI-60 drug combinations with 297,098 pairs across 59 cell lines. The task is: Regression. Given two drug SMILES strings and cell line genomic features, predict the synergy score measuring deviation from expected non-interaction effect. (1) Drug 1: C(CC(=O)O)C(=O)CN.Cl. Drug 2: C1CCC(C(C1)N)N.C(=O)(C(=O)[O-])[O-].[Pt+4]. Cell line: SN12C. Synergy scores: CSS=22.9, Synergy_ZIP=-10.8, Synergy_Bliss=-3.30, Synergy_Loewe=-10.4, Synergy_HSA=-4.83. (2) Drug 1: CC12CCC(CC1=CCC3C2CCC4(C3CC=C4C5=CN=CC=C5)C)O. Drug 2: CC1C(C(=O)NC(C(=O)N2CCCC2C(=O)N(CC(=O)N(C(C(=O)O1)C(C)C)C)C)C(C)C)NC(=O)C3=C4C(=C(C=C3)C)OC5=C(C(=O)C(=C(C5=N4)C(=O)NC6C(OC(=O)C(N(C(=O)CN(C(=O)C7CCCN7C(=O)C(NC6=O)C(C)C)C)C)C(C)C)C)N)C. Cell line: A498. Synergy scores: CSS=29.1, Synergy_ZIP=10.4, Synergy_Bliss=19.3, Synergy_Loewe=18.1, Synergy_HSA=17.1. (3) Drug 1: C(=O)(N)NO. Drug 2: CC1=C(N=C(N=C1N)C(CC(=O)N)NCC(C(=O)N)N)C(=O)NC(C(C2=CN=CN2)OC3C(C(C(C(O3)CO)O)O)OC4C(C(C(C(O4)CO)O)OC(=O)N)O)C(=O)NC(C)C(C(C)C(=O)NC(C(C)O)C(=O)NCCC5=NC(=CS5)C6=NC(=CS6)C(=O)NCCC[S+](C)C)O. Cell line: CCRF-CEM. Synergy scores: CSS=29.0, Synergy_ZIP=-9.30, Synergy_Bliss=-6.52, Synergy_Loewe=-0.446, Synergy_HSA=0.420. (4) Drug 1: COCCOC1=C(C=C2C(=C1)C(=NC=N2)NC3=CC=CC(=C3)C#C)OCCOC.Cl. Drug 2: B(C(CC(C)C)NC(=O)C(CC1=CC=CC=C1)NC(=O)C2=NC=CN=C2)(O)O. Cell line: NCI-H322M. Synergy scores: CSS=31.1, Synergy_ZIP=-4.20, Synergy_Bliss=-1.77, Synergy_Loewe=1.91, Synergy_HSA=3.50. (5) Drug 2: CC12CCC3C(C1CCC2O)C(CC4=C3C=CC(=C4)O)CCCCCCCCCS(=O)CCCC(C(F)(F)F)(F)F. Synergy scores: CSS=12.8, Synergy_ZIP=-1.42, Synergy_Bliss=1.74, Synergy_Loewe=2.71, Synergy_HSA=3.54. Drug 1: CC1=C(C=C(C=C1)NC2=NC=CC(=N2)N(C)C3=CC4=NN(C(=C4C=C3)C)C)S(=O)(=O)N.Cl. Cell line: HOP-92. (6) Drug 1: CCCS(=O)(=O)NC1=C(C(=C(C=C1)F)C(=O)C2=CNC3=C2C=C(C=N3)C4=CC=C(C=C4)Cl)F. Drug 2: CC1OCC2C(O1)C(C(C(O2)OC3C4COC(=O)C4C(C5=CC6=C(C=C35)OCO6)C7=CC(=C(C(=C7)OC)O)OC)O)O. Cell line: SK-MEL-2. Synergy scores: CSS=37.7, Synergy_ZIP=9.23, Synergy_Bliss=9.08, Synergy_Loewe=-7.19, Synergy_HSA=6.38. (7) Drug 1: CC1=C(C=C(C=C1)NC2=NC=CC(=N2)N(C)C3=CC4=NN(C(=C4C=C3)C)C)S(=O)(=O)N.Cl. Drug 2: CC1CCC2CC(C(=CC=CC=CC(CC(C(=O)C(C(C(=CC(C(=O)CC(OC(=O)C3CCCCN3C(=O)C(=O)C1(O2)O)C(C)CC4CCC(C(C4)OC)OCCO)C)C)O)OC)C)C)C)OC. Cell line: UACC-257. Synergy scores: CSS=-1.97, Synergy_ZIP=2.47, Synergy_Bliss=2.01, Synergy_Loewe=-3.02, Synergy_HSA=-2.72. (8) Drug 1: CN1CCC(CC1)COC2=C(C=C3C(=C2)N=CN=C3NC4=C(C=C(C=C4)Br)F)OC. Drug 2: C1=CC(=CC=C1CC(C(=O)O)N)N(CCCl)CCCl.Cl. Cell line: NCI-H322M. Synergy scores: CSS=36.6, Synergy_ZIP=0.359, Synergy_Bliss=-0.850, Synergy_Loewe=-31.9, Synergy_HSA=-3.83.